From a dataset of Peptide-MHC class I binding affinity with 185,985 pairs from IEDB/IMGT. Regression. Given a peptide amino acid sequence and an MHC pseudo amino acid sequence, predict their binding affinity value. This is MHC class I binding data. (1) The peptide sequence is AVPQVLGGL. The MHC is HLA-A24:03 with pseudo-sequence HLA-A24:03. The binding affinity (normalized) is 0.0847. (2) The peptide sequence is IFIRTIYYH. The MHC is HLA-B18:01 with pseudo-sequence HLA-B18:01. The binding affinity (normalized) is 0.0847. (3) The peptide sequence is RFQPFQQFGR. The MHC is HLA-A68:01 with pseudo-sequence HLA-A68:01. The binding affinity (normalized) is 0.419. (4) The peptide sequence is AVMFFPFWF. The MHC is HLA-A31:01 with pseudo-sequence HLA-A31:01. The binding affinity (normalized) is 0.376.